Dataset: Full USPTO retrosynthesis dataset with 1.9M reactions from patents (1976-2016). Task: Predict the reactants needed to synthesize the given product. (1) Given the product [Br:11][C:7]1[CH:6]=[C:5]([C:3]2[N:12]=[C:13]([NH2:15])[S:14][CH:2]=2)[CH:10]=[CH:9][CH:8]=1, predict the reactants needed to synthesize it. The reactants are: Br[CH2:2][C:3]([C:5]1[CH:10]=[CH:9][CH:8]=[C:7]([Br:11])[CH:6]=1)=O.[NH2:12][C:13]([NH2:15])=[S:14]. (2) Given the product [N+:8]([C:5]1[CH:6]=[CH:7][C:2]([NH:11][CH:12]([CH2:15][OH:16])[CH2:13][OH:14])=[CH:3][CH:4]=1)([O-:10])=[O:9], predict the reactants needed to synthesize it. The reactants are: F[C:2]1[CH:7]=[CH:6][C:5]([N+:8]([O-:10])=[O:9])=[CH:4][CH:3]=1.[NH2:11][CH:12]([CH2:15][OH:16])[CH2:13][OH:14].C([O-])([O-])=O.[K+].[K+].